Dataset: Forward reaction prediction with 1.9M reactions from USPTO patents (1976-2016). Task: Predict the product of the given reaction. (1) Given the reactants C(O)(=O)C.[Br:5][C:6]1[CH:14]=[CH:13][C:12]([C:15]([NH2:17])=[O:16])=[C:11]2[C:7]=1[CH:8]=[CH:9][NH:10]2.[CH2:18]=O.[CH3:20][NH:21][CH3:22], predict the reaction product. The product is: [Br:5][C:6]1[CH:14]=[CH:13][C:12]([C:15]([NH2:17])=[O:16])=[C:11]2[C:7]=1[C:8]([CH2:20][N:21]([CH3:18])[CH3:22])=[CH:9][NH:10]2. (2) Given the reactants [C:1]([O:5][C:6]([N:8]1[CH2:13][CH2:12][CH:11]([C:14]2[CH:19]=[CH:18][C:17]([Cl:20])=[CH:16][CH:15]=2)[CH:10](C(O)=O)[CH2:9]1)=[O:7])([CH3:4])([CH3:3])[CH3:2].P([N:40]=[N+]=[N-])(OC1C=CC=CC=1)(OC1C=CC=CC=1)=O.O, predict the reaction product. The product is: [NH2:40][CH:10]1[CH:11]([C:14]2[CH:19]=[CH:18][C:17]([Cl:20])=[CH:16][CH:15]=2)[CH2:12][CH2:13][N:8]([C:6]([O:5][C:1]([CH3:4])([CH3:3])[CH3:2])=[O:7])[CH2:9]1. (3) Given the reactants [Cl:1][C:2]1[CH:7]=[C:6]([CH:8]=O)[CH:5]=[CH:4][N:3]=1.[CH3:10][NH:11][CH3:12].C1COCC1, predict the reaction product. The product is: [Cl:1][C:2]1[CH:7]=[C:6]([CH2:8][N:11]([CH3:12])[CH3:10])[CH:5]=[CH:4][N:3]=1. (4) The product is: [NH:26]1[C:27]2[C:23](=[C:22]([NH:21][C:2]3[C:3]4[CH:4]=[CH:5][C:6]([NH:20][CH2:19][C:17]5[O:18][C:14]([CH3:13])=[CH:15][CH:16]=5)=[N:7][C:8]=4[CH:9]=[CH:10][CH:11]=3)[CH:30]=[CH:29][CH:28]=2)[CH:24]=[CH:25]1. Given the reactants I[C:2]1[CH:11]=[CH:10][CH:9]=[C:8]2[C:3]=1[CH:4]=[CH:5][C:6](Cl)=[N:7]2.[CH3:13][C:14]1[O:18][C:17]([CH2:19][NH2:20])=[CH:16][CH:15]=1.[NH2:21][C:22]1[CH:30]=[CH:29][CH:28]=[C:27]2[C:23]=1[CH:24]=[CH:25][NH:26]2, predict the reaction product. (5) Given the reactants [CH3:1][C:2]([C@@H:4]1[C@@:8]2([CH3:23])[CH2:9][CH2:10][C@@H:11]3[C@:21]4([CH3:22])[C:15](=[CH:16][C:17]([CH2:19][CH2:20]4)=[O:18])[CH2:14][CH2:13][C@H:12]3[C@@H:7]2[CH2:6][CH2:5]1)=[O:3].[BH4-].[Na+].C1CCCCC1.CCOC(C)=O, predict the reaction product. The product is: [CH3:1][CH:2]([OH:3])[C@@H:4]1[C@:8]2([CH3:23])[C@H:7]([C@H:12]3[C@H:11]([CH2:10][CH2:9]2)[C@:21]2([CH3:22])[C:15](=[CH:16][C@@H:17]([OH:18])[CH2:19][CH2:20]2)[CH2:14][CH2:13]3)[CH2:6][CH2:5]1. (6) Given the reactants [OH:1][C:2]1[CH:10]=[CH:9][CH:8]=[C:7]2[C:3]=1[CH:4]=[C:5]([C:11]([O:13][CH3:14])=[O:12])[NH:6]2.[C:15](OC(=O)C)(=[O:17])[CH3:16], predict the reaction product. The product is: [C:15]([O:1][C:2]1[CH:10]=[CH:9][CH:8]=[C:7]2[C:3]=1[CH:4]=[C:5]([C:11]([O:13][CH3:14])=[O:12])[NH:6]2)(=[O:17])[CH3:16].